From a dataset of Forward reaction prediction with 1.9M reactions from USPTO patents (1976-2016). Predict the product of the given reaction. (1) Given the reactants [Na].[N+:2]([C:5]1[CH:12]=[CH:11][C:8]([C:9]#[N:10])=[CH:7][CH:6]=1)([O-:4])=[O:3].[NH2:13][CH2:14][CH:15]([CH3:18])[CH2:16]N, predict the reaction product. The product is: [CH3:16][CH:15]1[CH2:14][NH:13][C:9]([C:8]2[CH:7]=[CH:6][C:5]([N+:2]([O-:4])=[O:3])=[CH:12][CH:11]=2)=[N:10][CH2:18]1. (2) The product is: [CH3:25][C:24]1[CH:26]=[CH:27][C:21]([S:18]([NH:6][C@@H:5]([CH2:29][CH:16]=[CH2:17])[C:4]([O:3][CH3:2])=[O:10])(=[O:20])=[O:19])=[CH:22][CH:23]=1. Given the reactants Cl.[CH3:2][O:3][C:4](=[O:10])[CH2:5][NH:6]CC=C.C(N([CH2:16][CH3:17])CC)C.[S:18](Cl)([C:21]1[CH:27]=[CH:26][C:24]([CH3:25])=[CH:23][CH:22]=1)(=[O:20])=[O:19].[CH2:29](Cl)Cl, predict the reaction product. (3) The product is: [C:23]([CH:22]([C:21]#[N:25])[C@@H:3]([C:4]1[CH:5]=[CH:6][CH:7]=[CH:8][CH:9]=1)[CH2:2][C:1]([NH:11][C:12](=[O:20])[C:13]1[CH:18]=[CH:17][CH:16]=[CH:15][C:14]=1[F:19])=[O:10])#[N:24]. Given the reactants [C:1]([NH:11][C:12](=[O:20])[C:13]1[CH:18]=[CH:17][CH:16]=[CH:15][C:14]=1[F:19])(=[O:10])/[CH:2]=[CH:3]/[C:4]1[CH:9]=[CH:8][CH:7]=[CH:6][CH:5]=1.[C:21](#[N:25])[CH2:22][C:23]#[N:24], predict the reaction product.